Task: Binary Classification. Given a miRNA mature sequence and a target amino acid sequence, predict their likelihood of interaction.. Dataset: Experimentally validated miRNA-target interactions with 360,000+ pairs, plus equal number of negative samples (1) The miRNA is cel-miR-81-3p with sequence UGAGAUCAUCGUGAAAGCUAGU. The protein sequence of the target gene is MAWFRPPPPHTQLRPWVPDAIFIPISRAVERVGVFFYNRVLNKTEVGLFDKRWNKNVHGPYCHWRYYGKLDTKFMDVKLGDLPAWMARREKTPSAFYNEFMRNIWRVHNLYYSGPVYNNTVKVIFRFIFAYSFLNWLVKSHRYVDFQKTMYHW. Result: 1 (interaction). (2) The protein sequence of the target gene is MNKLNFHNNRVMQDRRSVCIFLPNDESLNIIINVKILCHQLLVQVCDLLRLKDCHLFGLSVIQNNEHVYMELSQKLYKYCPKEWKKEASKVRQYEVTWGIDQFGPPMIIHFRVQYYVENGRLISDRAARYYYYWHLRKQVLHSQCVLREEAYFLLAAFALQADLGNFKRNKHYGKYFEPEAYFPSWVVSKRGKDYILKHIPNMHKDQFALTASEAHLKYIKEAVRLDDVAVHYYRLYKDKREIEASLTLGLTMRGIQIFQNLDEEKQLLYDFPWTNVGKLVFVGKKFEILPDGLPSARKL.... Result: 1 (interaction). The miRNA is hsa-miR-20b-5p with sequence CAAAGUGCUCAUAGUGCAGGUAG. (3) The miRNA is hsa-miR-6863 with sequence UAGACGUGGUGAAGGAUUGAGUG. The protein sequence of the target gene is MESALAVPRLPPHDPGTPVLSVVDMHTGGEPLRIVLAGCPEVSGPTLLAKRRYMRQHLDHVRRRLMFEPRGHRDMYGAVLVPSELPDAHLGVLFLHNEGYSSMCGHAVLALGRFALDFGLVPAPPAGTREARVNIHCPCGLVTAFVACEDGRSHGPVRFHSVPAFVLATDLMVDVPGHGKVMVDIAYGGAFYAFVTAEKLGLDICSAKTRDLVDAASAVTEAVKAQFKINHPDSEDLAFLYGTILTDGKDAYTKEPTTNICVFADEQVDRSPTGSGVTARIALQYHKGLLELNQMRAFKS.... Result: 0 (no interaction). (4) Result: 0 (no interaction). The miRNA is cel-miR-1018 with sequence AGAGAGAUCAUUGGACUUACAG. The protein sequence of the target gene is MASQQAPAKDLQTNNLEFTPSHSSGVQWVEDISNSPSAQLNFSPSNNGCWATQELQSLWKMFNSWLQPEKQTKEQMISQLVLEQFLLIGHCKDKYALTEKWKASGSDMRRFMESLTDECLKPPVMVHVSMQGQEALFSENMPLKEVIKLLKQQQSATRPTPDNEQMPVDTTQDRLLATGQENSENECNNSCNATEANVGESCSGNEMDSLLIIQKEQYPEHEEGNVVFQFPLDARRASQGNSSHHVDFRSAPTPADVPMEEQPKDLSRENISEDKNNCYNTSRNAATQVYRSDNIPRKKT....